Predict the product of the given reaction. From a dataset of Forward reaction prediction with 1.9M reactions from USPTO patents (1976-2016). (1) The product is: [F:20][C:17]1[CH:18]=[CH:19][C:14]([C:13]2[C:9]3[CH:8]=[CH:7][C:6]([O:5][CH2:4][CH2:3][CH2:2][N:23]([CH3:24])[CH3:22])=[CH:21][C:10]=3[S:11][CH:12]=2)=[CH:15][CH:16]=1. Given the reactants Br[CH2:2][CH2:3][CH2:4][O:5][C:6]1[CH:7]=[CH:8][C:9]2[C:13]([C:14]3[CH:19]=[CH:18][C:17]([F:20])=[CH:16][CH:15]=3)=[CH:12][S:11][C:10]=2[CH:21]=1.[CH3:22][NH:23][CH3:24], predict the reaction product. (2) Given the reactants [F:1][C:2]([F:29])([F:28])[CH:3]([CH3:27])[CH:4]([C:10]1[CH:15]=[CH:14][C:13]([CH2:16][N:17]2[CH2:25][C:24]3[C:19](=[CH:20][CH:21]=[CH:22][CH:23]=3)[C:18]2=[O:26])=[CH:12][CH:11]=1)[C:5]([O:7]CC)=[O:6].CO.[OH-].[Li+].Cl, predict the reaction product. The product is: [F:29][C:2]([F:1])([F:28])[CH:3]([CH3:27])[CH:4]([C:10]1[CH:15]=[CH:14][C:13]([CH2:16][N:17]2[CH2:25][C:24]3[C:19](=[CH:20][CH:21]=[CH:22][CH:23]=3)[C:18]2=[O:26])=[CH:12][CH:11]=1)[C:5]([OH:7])=[O:6]. (3) The product is: [CH3:24][C:21]1[N:20]=[N:19][C:18]([N:2]2[CH:3]=[C:4]3[CH2:5][N:6]([C:10]([O:12][C:13]([CH3:16])([CH3:15])[CH3:14])=[O:11])[CH2:7][CH2:8][C:9]3=[N:1]2)=[CH:23][CH:22]=1. Given the reactants [NH:1]1[C:9]2[CH2:8][CH2:7][N:6]([C:10]([O:12][C:13]([CH3:16])([CH3:15])[CH3:14])=[O:11])[CH2:5][C:4]=2[CH:3]=[N:2]1.Cl[C:18]1[N:19]=[N:20][C:21]([CH3:24])=[CH:22][CH:23]=1.CC(C1C=C(C(C)C)C(C2C(P(C(C)(C)C)C(C)(C)C)=CC=CC=2)=C(C(C)C)C=1)C.CC([O-])(C)C.[Na+], predict the reaction product. (4) Given the reactants [NH2:1][C:2]1[C:7]2[C:8]([C:11]3[CH:16]=[CH:15][C:14]([NH:17][C:18]([C:20]4[N:21]([CH3:29])[C:22]5[C:27]([CH:28]=4)=[CH:26][CH:25]=[CH:24][CH:23]=5)=[O:19])=[C:13]([O:30][CH3:31])[CH:12]=3)=[CH:9][S:10][C:6]=2[C:5](I)=[CH:4][N:3]=1.[CH:33]([C:35]1[CH:39]=[CH:38][O:37][C:36]=1B(O)O)=[O:34], predict the reaction product. The product is: [NH2:1][C:2]1[C:7]2[C:8]([C:11]3[CH:16]=[CH:15][C:14]([NH:17][C:18]([C:20]4[N:21]([CH3:29])[C:22]5[C:27]([CH:28]=4)=[CH:26][CH:25]=[CH:24][CH:23]=5)=[O:19])=[C:13]([O:30][CH3:31])[CH:12]=3)=[CH:9][S:10][C:6]=2[C:5]([C:36]2[O:37][CH:38]=[CH:39][C:35]=2[CH:33]=[O:34])=[CH:4][N:3]=1. (5) Given the reactants C[O:2][CH2:3][C:4]1([C:9]#[N:10])[CH2:7][C:6](=[CH2:8])[CH2:5]1.B(Br)(Br)Br, predict the reaction product. The product is: [OH:2][CH2:3][C:4]1([C:9]#[N:10])[CH2:7][C:6](=[CH2:8])[CH2:5]1. (6) Given the reactants C[O:2][C:3]1[C:4]2[CH:11]=[C:10]([O:12][CH2:13][CH2:14][O:15]C(=O)C)[CH:9]=[CH:8][C:5]=2[O:6][CH:7]=1.O.OS(O)(=O)=O.[Na+].[Cl-], predict the reaction product. The product is: [OH:15][CH2:14][CH2:13][O:12][C:10]1[CH:9]=[CH:8][C:5]2[O:6][CH2:7][C:3](=[O:2])[C:4]=2[CH:11]=1. (7) Given the reactants Cl.[OH:2][CH:3]1[O:11][C@H:10]([CH2:12][OH:13])[C@@H:8]([OH:9])[C@H:6]([OH:7])[C@H:4]1[NH2:5].C(N(C(C)C)CC)(C)C.[I:23][C:24]1[CH:31]=[CH:30][C:27]([CH2:28]Br)=[CH:26][CH:25]=1, predict the reaction product. The product is: [I:23][C:24]1[CH:31]=[CH:30][C:27]([CH2:28][C:3]2([O:11][C@H:10]([CH2:12][OH:13])[C@@H:8]([OH:9])[C@H:6]([OH:7])[C@H:4]2[NH2:5])[OH:2])=[CH:26][CH:25]=1.